Dataset: Peptide-MHC class I binding affinity with 185,985 pairs from IEDB/IMGT. Task: Regression. Given a peptide amino acid sequence and an MHC pseudo amino acid sequence, predict their binding affinity value. This is MHC class I binding data. The peptide sequence is EEAPAAVSF. The MHC is HLA-A24:03 with pseudo-sequence HLA-A24:03. The binding affinity (normalized) is 0.213.